From a dataset of Forward reaction prediction with 1.9M reactions from USPTO patents (1976-2016). Predict the product of the given reaction. The product is: [C:29]([O:32][C@@H:33]1[C@H:37]([O:38][C:39](=[O:41])[CH3:40])[C@@H:36]([CH2:42][O:43][C:44](=[O:46])[CH3:45])[O:35][C@H:34]1[N:47]1[C:56]2[N:55]=[CH:54][N:53]=[C:51]([NH:52][C:63]3[CH:68]=[CH:67][CH:66]=[C:65]([OH:69])[CH:64]=3)[C:50]=2[N:49]=[CH:48]1)(=[O:31])[CH3:30]. Given the reactants C(O[C@@H]1[C@H](OC(=O)C)[C@@H](COC(=O)C)O[C@H]1N1C2N=CN=C(O)C=2N=C1)(=O)C.[C:29]([O:32][C@@H:33]1[C@H:37]([O:38][C:39](=[O:41])[CH3:40])[C@@H:36]([CH2:42][O:43][C:44](=[O:46])[CH3:45])[O:35][C@H:34]1[N:47]1[C:56]2[C:50]([C:51](Cl)([N:53]=[CH:54][N:55]=2)[NH2:52])=[N:49][CH2:48]1)(=[O:31])[CH3:30].O=S(Cl)Cl.N[C:63]1[CH:64]=[C:65]([OH:69])[CH:66]=[CH:67][CH:68]=1, predict the reaction product.